This data is from Reaction yield outcomes from USPTO patents with 853,638 reactions. The task is: Predict the reaction yield, written as a fraction of the theoretical maximum amount of product (1.0 means a 100% yield; for example, 0.34 means a 34% yield). (1) The reactants are [C:1]([NH:4][C:5]1[CH:19]=[CH:18][N:8]([C@@H:9]2[O:17][C@H:14]([CH2:15][OH:16])[C@@H:12]([OH:13])[C@H:10]2[OH:11])[C:7](=[O:20])[N:6]=1)(=[O:3])[CH3:2].[C:21](Cl)([C:38]1[CH:43]=[CH:42][CH:41]=[CH:40][CH:39]=1)([C:30]1[CH:37]=[CH:36][C:33]([O:34][CH3:35])=[CH:32][CH:31]=1)[C:22]1[CH:29]=[CH:28][C:25]([O:26][CH3:27])=[CH:24][CH:23]=1.C1COCC1.[CH3:50][C:51]([Si:54](Cl)([CH3:56])[CH3:55])([CH3:53])[CH3:52]. The catalyst is N1C=CC=CC=1.CCOC(C)=O.[N+]([O-])([O-])=O.[Ag+]. The product is [C:1]([NH:4][C:5]1[CH:19]=[CH:18][N:8]([C@@H:9]2[O:17][C@H:14]([CH2:15][O:16][C:21]([C:38]3[CH:43]=[CH:42][CH:41]=[CH:40][CH:39]=3)([C:30]3[CH:37]=[CH:36][C:33]([O:34][CH3:35])=[CH:32][CH:31]=3)[C:22]3[CH:29]=[CH:28][C:25]([O:26][CH3:27])=[CH:24][CH:23]=3)[C@@H:12]([OH:13])[C@H:10]2[O:11][Si:54]([C:51]([CH3:53])([CH3:52])[CH3:50])([CH3:56])[CH3:55])[C:7](=[O:20])[N:6]=1)(=[O:3])[CH3:2]. The yield is 0.500. (2) The yield is 0.230. No catalyst specified. The product is [CH3:25][O:26][C:27]1[CH:28]=[CH:29][C:30]([CH2:31][NH:32][C:33]2[C:2]3[CH2:8][CH2:7][O:6][C:5]4[CH:9]=[C:10]([N:13]5[CH2:17][C@H:16]([CH2:18][NH:19][C:20](=[O:22])[CH3:21])[O:15][C:14]5=[O:23])[CH:11]=[CH:12][C:4]=4[C:3]=3[NH:35][N:34]=2)=[CH:37][CH:38]=1. The reactants are Br[CH:2]1[CH2:8][CH2:7][O:6][C:5]2[CH:9]=[C:10]([N:13]3[CH2:17][C@H:16]([CH2:18][NH:19][C:20](=[O:22])[CH3:21])[O:15][C:14]3=[O:23])[CH:11]=[CH:12][C:4]=2[C:3]1=O.[CH3:25][O:26][C:27]1[CH:38]=[CH:37][C:30]([CH2:31][NH:32][C:33](=S)[NH:34][NH2:35])=[CH:29][CH:28]=1. (3) The reactants are [N:1]12[CH2:8][CH2:7][C:4]([C:9]([C:17]3[CH:22]=[CH:21][CH:20]=[CH:19][CH:18]=3)([C:11]3[CH:16]=[CH:15][CH:14]=[CH:13][CH:12]=3)[OH:10])([CH2:5][CH2:6]1)[CH2:3][CH2:2]2.[Br:23][CH2:24][C:25]([C:27]1[CH:32]=[CH:31][CH:30]=[CH:29][CH:28]=1)=[O:26]. The catalyst is CC#N. The product is [Br-:23].[OH:10][C:9]([C:17]1[CH:22]=[CH:21][CH:20]=[CH:19][CH:18]=1)([C:11]1[CH:12]=[CH:13][CH:14]=[CH:15][CH:16]=1)[C:4]12[CH2:5][CH2:6][N+:1]([CH2:24][C:25](=[O:26])[C:27]3[CH:32]=[CH:31][CH:30]=[CH:29][CH:28]=3)([CH2:2][CH2:3]1)[CH2:8][CH2:7]2. The yield is 0.430. (4) The reactants are [C:1]([C:4]1[C:9](=[O:10])[CH:8]=[CH:7][N:6]([C:11]2[CH:16]=[CH:15][CH:14]=[C:13]([C:17]([F:20])([F:19])[F:18])[CH:12]=2)[N:5]=1)(=[O:3])[CH3:2].[Br:21]Br. The yield is 0.260. The catalyst is CC(O)=O.O.C([O-])(O)=O.[Na+]. The product is [C:1]([C:4]1[C:9](=[O:10])[C:8]([Br:21])=[CH:7][N:6]([C:11]2[CH:16]=[CH:15][CH:14]=[C:13]([C:17]([F:19])([F:20])[F:18])[CH:12]=2)[N:5]=1)(=[O:3])[CH3:2]. (5) The reactants are Br[C:2]1[S:6][C:5]([CH3:7])=[N:4][C:3]=1[C:8]1[CH:13]=[CH:12][C:11]([O:14][CH3:15])=[CH:10][CH:9]=1.[C:16]([Cu])#[N:17].Cl. The catalyst is N1C=CC=CC=1. The product is [CH3:15][O:14][C:11]1[CH:12]=[CH:13][C:8]([C:3]2[N:4]=[C:5]([CH3:7])[S:6][C:2]=2[C:16]#[N:17])=[CH:9][CH:10]=1. The yield is 0.920. (6) The reactants are [CH3:1][O:2][C:3]1[CH:10]=[CH:9][C:6]([C:7]#[N:8])=[CH:5][C:4]=1[N+:11]([O-])=O.[N-:14]=[N+:15]=[N-:16].[Na+].C(N(CC)CC)C.[H][H]. The catalyst is C1(C)C=CC=CC=1.CO.[Pd].O. The product is [CH3:1][O:2][C:3]1[CH:10]=[CH:9][C:6]([C:7]2[NH:16][N:15]=[N:14][N:8]=2)=[CH:5][C:4]=1[NH2:11]. The yield is 0.820. (7) The reactants are [F:1][C:2]1[CH:25]=[CH:24][CH:23]=[C:22]([F:26])[C:3]=1[C:4]([NH:6][C:7]1[CH:12]=[CH:11][C:10]([S:13][C:14]2[N:19]=[C:18](Cl)[CH:17]=[C:16]([Cl:21])[N:15]=2)=[CH:9][CH:8]=1)=[O:5].[CH3:27][C:28]1[CH:29]=[C:30]([NH2:33])[NH:31][N:32]=1.[I-].[Na+].C(N(C(C)C)CC)(C)C. The catalyst is C(OCC)(=O)C.CN(C)C=O. The product is [F:26][C:22]1[CH:23]=[CH:24][CH:25]=[C:2]([F:1])[C:3]=1[C:4]([NH:6][C:7]1[CH:8]=[CH:9][C:10]([S:13][C:14]2[N:15]=[C:16]([Cl:21])[CH:17]=[C:18]([NH:33][C:30]3[NH:31][N:32]=[C:28]([CH3:27])[CH:29]=3)[N:19]=2)=[CH:11][CH:12]=1)=[O:5]. The yield is 0.980. (8) The reactants are [Cl:1][C:2]1[CH:18]=[C:17]([F:19])[CH:16]=[CH:15][C:3]=1[O:4][CH2:5][C:6]1[CH:11]=[CH:10][N:9]=[C:8]([C:12]([OH:14])=O)[CH:7]=1.[F:20][CH2:21][CH2:22][CH2:23][CH2:24][N:25]1[CH:29]=[C:28]([NH2:30])[CH:27]=[N:26]1. No catalyst specified. The product is [Cl:1][C:2]1[CH:18]=[C:17]([F:19])[CH:16]=[CH:15][C:3]=1[O:4][CH2:5][C:6]1[CH:11]=[CH:10][N:9]=[C:8]([C:12]([NH:30][C:28]2[CH:27]=[N:26][N:25]([CH2:24][CH2:23][CH2:22][CH2:21][F:20])[CH:29]=2)=[O:14])[CH:7]=1. The yield is 0.770. (9) The reactants are FC(F)(F)S(O[C:7]1[C:8]([C:14]2[NH:15][C:16]3[C:21]([CH:22]=2)=[CH:20][C:19]([F:23])=[CH:18][CH:17]=3)=[N:9][C:10]([Cl:13])=[CH:11][CH:12]=1)(=O)=O.[CH2:26]([Sn](CCCC)(CCCC)C=C)[CH2:27]CC.[Li+].[Cl-]. The catalyst is CN(C=O)C.Cl[Pd](Cl)([P](C1C=CC=CC=1)(C1C=CC=CC=1)C1C=CC=CC=1)[P](C1C=CC=CC=1)(C1C=CC=CC=1)C1C=CC=CC=1. The product is [Cl:13][C:10]1[N:9]=[C:8]([C:14]2[NH:15][C:16]3[C:21]([CH:22]=2)=[CH:20][C:19]([F:23])=[CH:18][CH:17]=3)[C:7]([CH:26]=[CH2:27])=[CH:12][CH:11]=1. The yield is 0.724. (10) The reactants are [NH2:1][C:2]1[CH:3]=[CH:4][C:5]([O:24][CH3:25])=[C:6]([CH:23]=1)[O:7][C:8]1[CH:9]=[CH:10][C:11]2[N:12]([CH:14]=[C:15]([NH:17][C:18]([CH:20]3[CH2:22][CH2:21]3)=[O:19])[N:16]=2)[N:13]=1.[CH3:26][N:27]1[C:31]([C:32](Cl)=[O:33])=[CH:30][C:29]([CH3:35])=[N:28]1.C(N(CC)CC)C. The catalyst is O1CCCC1. The product is [CH:20]1([C:18]([NH:17][C:15]2[N:16]=[C:11]3[CH:10]=[CH:9][C:8]([O:7][C:6]4[CH:23]=[C:2]([NH:1][C:32]([C:31]5[N:27]([CH3:26])[N:28]=[C:29]([CH3:35])[CH:30]=5)=[O:33])[CH:3]=[CH:4][C:5]=4[O:24][CH3:25])=[N:13][N:12]3[CH:14]=2)=[O:19])[CH2:21][CH2:22]1. The yield is 0.710.